Dataset: Forward reaction prediction with 1.9M reactions from USPTO patents (1976-2016). Task: Predict the product of the given reaction. (1) Given the reactants [C:1]([O:4][C@@H:5]1[C@@H:13]([C@@:14]2([CH3:37])[CH2:19][CH2:18][C@H:17]([O:20][C:21](=[O:23])[CH3:22])[CH2:16][C@@H:15]2[CH2:24][CH2:25]OS(C2C=CC(C)=CC=2)(=O)=O)[CH2:12][CH2:11][C@@:10]2([CH3:38])[C@H:6]1[CH2:7][CH2:8][C:9]2=[CH2:39])(=O)[CH3:2].[C-:40]#[N:41].[K+].[OH2:43], predict the reaction product. The product is: [C:1]([O:4][C@@H:5]1[C@@H:13]([C@@:14]2([CH3:37])[CH2:19][CH2:18][C@H:17]([O:20][C:21](=[O:23])[CH3:22])[CH2:16][C@@H:15]2[CH2:24][CH2:25][C:40]#[N:41])[CH2:12][CH2:11][C@@:10]2([CH3:38])[C@H:6]1[CH2:7][CH2:8][C:9]2=[CH2:39])(=[O:43])[CH3:2]. (2) Given the reactants [NH:1]1[C:5]2[CH:6]=[CH:7][C:8]([CH2:10][NH:11][CH3:12])=[CH:9][C:4]=2[N:3]=[CH:2]1.CNCC1C=CC2C(=CC=CC=2)C=1CCC.Cl.[O:30]=[C:31]1[NH:40][C:39]2[N:38]=[CH:37][C:36](/[CH:41]=[CH:42]/[C:43]([OH:45])=O)=[CH:35][C:34]=2[CH2:33][CH2:32]1.Cl.CN1CC2C=C(/C=C/C(O)=O)C=NC=2NC(=O)C1, predict the reaction product. The product is: [NH:1]1[C:5]2[CH:6]=[CH:7][C:8]([CH2:10][N:11]([CH3:12])[C:43](=[O:45])/[CH:42]=[CH:41]/[C:36]3[CH:37]=[N:38][C:39]4[NH:40][C:31](=[O:30])[CH2:32][CH2:33][C:34]=4[CH:35]=3)=[CH:9][C:4]=2[N:3]=[CH:2]1. (3) Given the reactants [CH3:1][O-:2].[Na+].Br[N:5]1[C:9](=[O:10])CCC1=O.[N:12]1([C:18]2[CH:26]=[C:25]([C:27]3[CH:32]=[CH:31][CH:30]=[CH:29][C:28]=3[CH3:33])[C:21](C(N)=O)=[CH:20][N:19]=2)[CH2:17][CH2:16][O:15][CH2:14][CH2:13]1.Cl, predict the reaction product. The product is: [CH3:1][O:2][C:9](=[O:10])[NH:5][C:21]1[CH:20]=[N:19][C:18]([N:12]2[CH2:13][CH2:14][O:15][CH2:16][CH2:17]2)=[CH:26][C:25]=1[C:27]1[CH:32]=[CH:31][CH:30]=[CH:29][C:28]=1[CH3:33]. (4) Given the reactants Cl.[CH3:2][O:3][C:4]1([O:10][CH3:11])[CH2:9][CH2:8][NH:7][CH2:6][CH2:5]1.CN(C)C=O.N12CCCN=C1CCCCC2.F[C:29]1[CH:30]=[CH:31][C:32]([N+:37]([O-:39])=[O:38])=[C:33]([O:35][CH3:36])[CH:34]=1, predict the reaction product. The product is: [CH3:2][O:3][C:4]1([O:10][CH3:11])[CH2:9][CH2:8][N:7]([C:29]2[CH:30]=[CH:31][C:32]([N+:37]([O-:39])=[O:38])=[C:33]([O:35][CH3:36])[CH:34]=2)[CH2:6][CH2:5]1. (5) Given the reactants [C:1]12([C:7]([O:9][CH2:10][CH3:11])=[O:8])[CH2:6][CH:5]1[CH2:4][NH:3][CH2:2]2.C(=O)([O-])O.[Na+].[C:17](O[C:17]([O:19][C:20]([CH3:23])([CH3:22])[CH3:21])=[O:18])([O:19][C:20]([CH3:23])([CH3:22])[CH3:21])=[O:18], predict the reaction product. The product is: [C:1]12([C:7]([O:9][CH2:10][CH3:11])=[O:8])[CH2:6][CH:5]1[CH2:4][N:3]([C:17]([O:19][C:20]([CH3:23])([CH3:22])[CH3:21])=[O:18])[CH2:2]2. (6) Given the reactants N#N.[C:3]([Si:7]([CH3:19])([CH3:18])[O:8][CH:9]([C:11]1[O:12][C:13]([CH2:16]Cl)=[CH:14][N:15]=1)[CH3:10])([CH3:6])([CH3:5])[CH3:4].[N+:20]([C:23]1[CH:27]=[N:26][NH:25][N:24]=1)([O-:22])=[O:21].CCN(C(C)C)C(C)C, predict the reaction product. The product is: [C:3]([Si:7]([CH3:19])([CH3:18])[O:8][CH:9]([C:11]1[O:12][C:13]([CH2:16][N:25]2[N:24]=[C:23]([N+:20]([O-:22])=[O:21])[CH:27]=[N:26]2)=[CH:14][N:15]=1)[CH3:10])([CH3:6])([CH3:5])[CH3:4]. (7) Given the reactants [Cl:1][C:2]1[CH:8]=[C:7]([O:9][C:10]2[C:11]3[N:18]([CH3:19])[CH:17]=[CH:16][C:12]=3[N:13]=[CH:14][N:15]=2)[CH:6]=[CH:5][C:3]=1[NH2:4].N1C=CC=CC=1.Cl[C:27](OC1C=CC=CC=1)=[O:28].[NH2:36][C:37]1[CH:38]=[C:39]([CH:44]=[C:45]([C:47]([F:50])([F:49])[F:48])[CH:46]=1)[C:40]([O:42][CH3:43])=[O:41], predict the reaction product. The product is: [Cl:1][C:2]1[CH:8]=[C:7]([O:9][C:10]2[C:11]3[N:18]([CH3:19])[CH:17]=[CH:16][C:12]=3[N:13]=[CH:14][N:15]=2)[CH:6]=[CH:5][C:3]=1[NH:4][C:27]([NH:36][C:37]1[CH:38]=[C:39]([CH:44]=[C:45]([C:47]([F:48])([F:49])[F:50])[CH:46]=1)[C:40]([O:42][CH3:43])=[O:41])=[O:28]. (8) Given the reactants [CH2:1]1[NH:6][CH2:5][CH2:4][N:3]2[CH2:7][C@H:8]([OH:10])[CH2:9][C@@H:2]12.[C:11]([O:15][C:16](O[C:16]([O:15][C:11]([CH3:14])([CH3:13])[CH3:12])=[O:17])=[O:17])([CH3:14])([CH3:13])[CH3:12], predict the reaction product. The product is: [OH:10][C@H:8]1[CH2:7][N:3]2[CH2:4][CH2:5][N:6]([C:16]([O:15][C:11]([CH3:14])([CH3:13])[CH3:12])=[O:17])[CH2:1][C@@H:2]2[CH2:9]1.